Dataset: Forward reaction prediction with 1.9M reactions from USPTO patents (1976-2016). Task: Predict the product of the given reaction. (1) The product is: [CH2:17]([N:3]([CH2:1][CH3:2])[C:4]1[CH:14]=[CH:13][C:7]([C:8]([OH:10])=[O:9])=[CH:6][C:5]=1[O:15][CH3:16])[CH3:18]. Given the reactants [CH2:1]([N:3]([CH2:17][CH3:18])[C:4]1[CH:14]=[CH:13][C:7]([C:8]([O:10]CC)=[O:9])=[CH:6][C:5]=1[O:15][CH3:16])[CH3:2].[Li+].[OH-].CO, predict the reaction product. (2) Given the reactants [C:1]1([S:7]([N:10]2[C:14]3=[N:15][CH:16]=[CH:17][CH:18]=[C:13]3[CH:12]=[C:11]2[C:19](OS(C2C=CC(C)=CC=2)(=O)=O)=[CH:20][CH:21]2[CH2:25][CH2:24][CH2:23][CH2:22]2)(=[O:9])=[O:8])[CH:6]=[CH:5][CH:4]=[CH:3][CH:2]=1.[CH3:37][O:38][C:39]([C:41]1[CH:46]=[CH:45][C:44](B(O)O)=[CH:43][CH:42]=1)=[O:40].C(=O)([O-])[O-].[Na+].[Na+], predict the reaction product. The product is: [CH3:37][O:38][C:39](=[O:40])[C:41]1[CH:46]=[CH:45][C:44]([C:19]([C:11]2[N:10]([S:7]([C:1]3[CH:2]=[CH:3][CH:4]=[CH:5][CH:6]=3)(=[O:8])=[O:9])[C:14]3=[N:15][CH:16]=[CH:17][CH:18]=[C:13]3[CH:12]=2)=[CH:20][CH:21]2[CH2:25][CH2:24][CH2:23][CH2:22]2)=[CH:43][CH:42]=1. (3) Given the reactants [NH:1]1[C:5]2[CH:6]=[C:7]([C:10]3[O:14][C:13]([SH:15])=[N:12][N:11]=3)[CH:8]=[CH:9][C:4]=2[N:3]=[CH:2]1.[C:16]1([CH2:22][CH2:23][CH2:24]Br)[CH:21]=[CH:20][CH:19]=[CH:18][CH:17]=1, predict the reaction product. The product is: [C:16]1([CH2:22][CH2:23][CH2:24][S:15][C:13]2[O:14][C:10]([C:7]3[CH:8]=[CH:9][C:4]4[NH:3][CH:2]=[N:1][C:5]=4[CH:6]=3)=[N:11][N:12]=2)[CH:21]=[CH:20][CH:19]=[CH:18][CH:17]=1. (4) Given the reactants [CH2:1]([C:8]1[S:12][C:11]([C:13]2[CH:18]=[CH:17][C:16]([OH:19])=[CH:15][CH:14]=2)=[CH:10][CH:9]=1)[C:2]1[CH:7]=[CH:6][CH:5]=[CH:4][CH:3]=1.C(OC([N:27]1[CH2:31][CH2:30][CH2:29][C@H:28]1[CH2:32]OS(C1C=CC(C)=CC=1)(=O)=O)=O)(C)(C)C, predict the reaction product. The product is: [CH2:1]([C:8]1[S:12][C:11]([C:13]2[CH:14]=[CH:15][C:16]([O:19][CH2:32][C@@H:28]3[CH2:29][CH2:30][CH2:31][NH:27]3)=[CH:17][CH:18]=2)=[CH:10][CH:9]=1)[C:2]1[CH:3]=[CH:4][CH:5]=[CH:6][CH:7]=1. (5) Given the reactants C([O:8][P:9]([O:19][CH2:20][CH2:21][N:22]1[C:31]2[C:26](=[CH:27][C:28]([C:32]3[CH:33]=[N:34][C:35]([NH:47][C:48](=[O:52])[NH:49][CH2:50][CH3:51])=[CH:36][C:37]=3[C:38]3[S:39][CH:40]=[C:41]([C:43]([F:46])([F:45])[F:44])[N:42]=3)=[CH:29][N:30]=2)[C:25](=[O:53])[C:24]([C:54]([OH:56])=[O:55])=[CH:23]1)([O:11]CC1C=CC=CC=1)=[O:10])C1C=CC=CC=1.C[Si](Br)(C)C.O, predict the reaction product. The product is: [CH2:50]([NH:49][C:48]([NH:47][C:35]1[N:34]=[CH:33][C:32]([C:28]2[CH:27]=[C:26]3[C:31](=[N:30][CH:29]=2)[N:22]([CH2:21][CH2:20][O:19][P:9]([OH:11])([OH:10])=[O:8])[CH:23]=[C:24]([C:54]([OH:56])=[O:55])[C:25]3=[O:53])=[C:37]([C:38]2[S:39][CH:40]=[C:41]([C:43]([F:45])([F:46])[F:44])[N:42]=2)[CH:36]=1)=[O:52])[CH3:51]. (6) Given the reactants [CH3:1][C:2]1[C:6]([C:7]2[CH:12]=[CH:11][C:10]([N+:13]([O-])=O)=[CH:9][CH:8]=2)=[C:5]([CH3:16])[O:4][N:3]=1.[Sn].Cl, predict the reaction product. The product is: [CH3:1][C:2]1[C:6]([C:7]2[CH:12]=[CH:11][C:10]([NH2:13])=[CH:9][CH:8]=2)=[C:5]([CH3:16])[O:4][N:3]=1. (7) Given the reactants [O:1]([C:9]1[CH2:14][CH2:13][CH2:12][CH2:11][C:10]=1[CH3:15])[Si:2]([C:5]([CH3:8])([CH3:7])[CH3:6])([CH3:4])[CH3:3].[C:16]([O:20][CH3:21])(=[O:19])[CH:17]=[CH2:18].[N-](S(C(F)(F)F)(=O)=O)S(C(F)(F)F)(=O)=O.C(=O)(O)[O-], predict the reaction product. The product is: [O:1]([C@:9]12[C@H:17]([C:16]([O:20][CH3:21])=[O:19])[CH2:18][C@:10]1([CH3:15])[CH2:11][CH2:12][CH2:13][CH2:14]2)[Si:2]([C:5]([CH3:8])([CH3:7])[CH3:6])([CH3:4])[CH3:3]. (8) Given the reactants [CH3:1][O:2][C:3]1[CH:4]=[CH:5][C:6]2[N:10]=[C:9]([CH2:11]O)[NH:8][C:7]=2[CH:13]=1.COC1C=CC2N=CNC=2C=1.[C:25]12([NH2:35])[CH2:34][CH:29]3[CH2:30][CH:31]([CH2:33][CH:27]([CH2:28]3)[CH2:26]1)[CH2:32]2, predict the reaction product. The product is: [C:25]12([NH:35][CH2:11][C:9]3[NH:8][C:7]4[CH:13]=[C:3]([O:2][CH3:1])[CH:4]=[CH:5][C:6]=4[N:10]=3)[CH2:32][CH:31]3[CH2:30][CH:29]([CH2:28][CH:27]([CH2:33]3)[CH2:26]1)[CH2:34]2. (9) The product is: [OH:23][CH2:22][CH2:21][CH2:20][N:2]1[CH2:7][CH2:6][CH:5]([C:8]2[NH:9][C:10](=[O:18])[C:11]3[C:16]([CH:17]=2)=[CH:15][CH:14]=[CH:13][CH:12]=3)[CH2:4][CH2:3]1. Given the reactants Cl.[NH:2]1[CH2:7][CH2:6][CH:5]([C:8]2[NH:9][C:10](=[O:18])[C:11]3[C:16]([CH:17]=2)=[CH:15][CH:14]=[CH:13][CH:12]=3)[CH2:4][CH2:3]1.Br[CH2:20][CH2:21][CH2:22][OH:23], predict the reaction product.